This data is from Full USPTO retrosynthesis dataset with 1.9M reactions from patents (1976-2016). The task is: Predict the reactants needed to synthesize the given product. (1) The reactants are: [Br:1][C:2]1[C:3]([N:12]2[CH2:17][CH2:16][N:15]([CH2:18][CH:19]3[CH2:22][CH2:21][CH2:20]3)[CH2:14][CH2:13]2)=[C:4]([N+:9]([O-])=O)[C:5]([NH2:8])=[N:6][CH:7]=1.[CH:23](=O)[C:24]1[CH:29]=[CH:28][C:27]([O:30][CH3:31])=[CH:26][CH:25]=1.[O-]S(S([O-])=O)=O.[Na+].[Na+]. Given the product [Br:1][C:2]1[C:3]([N:12]2[CH2:17][CH2:16][N:15]([CH2:18][CH:19]3[CH2:22][CH2:21][CH2:20]3)[CH2:14][CH2:13]2)=[C:4]2[N:9]=[C:23]([C:24]3[CH:29]=[CH:28][C:27]([O:30][CH3:31])=[CH:26][CH:25]=3)[NH:8][C:5]2=[N:6][CH:7]=1, predict the reactants needed to synthesize it. (2) Given the product [CH2:13]([N:8]1[CH2:9][CH2:10][C:11]2[N:28]=[C:27]([C:26]3[CH:30]=[CH:31][CH:32]=[C:24]([N+:21]([O-:23])=[O:22])[CH:25]=3)[N:29]=[C:4]([OH:5])[C:6]=2[CH2:7]1)[C:14]1[CH:15]=[CH:16][CH:17]=[CH:18][CH:19]=1, predict the reactants needed to synthesize it. The reactants are: C(O[C:4]([CH:6]1[C:11](=O)[CH2:10][CH2:9][N:8]([CH2:13][C:14]2[CH:19]=[CH:18][CH:17]=[CH:16][CH:15]=2)[CH2:7]1)=[O:5])C.Cl.[N+:21]([C:24]1[CH:25]=[C:26]([CH:30]=[CH:31][CH:32]=1)[C:27]([NH2:29])=[NH:28])([O-:23])=[O:22]. (3) Given the product [Si:19]([O:18][C@H:16]1[C@H:15]([CH2:26][CH2:27][C@@H:56]([O:55][Si:19]([C:22]([CH3:24])([CH3:23])[CH3:25])([CH3:21])[CH3:20])[CH2:57][CH2:15][CH2:14][CH2:13][CH3:12])[C@H:14]2[CH2:42][C:43]3[CH:48]=[CH:47][CH:46]=[C:45]([OH:49])[C:44]=3[CH2:12][C@H:13]2[CH2:17]1)([C:22]([CH3:25])([CH3:23])[CH3:24])([CH3:20])[CH3:21], predict the reactants needed to synthesize it. The reactants are: CC1C=CC(S(O[CH2:12][C@H:13]2[CH2:17][C@@H:16]([O:18][Si:19]([C:22]([CH3:25])([CH3:24])[CH3:23])([CH3:21])[CH3:20])[C@H:15]([CH2:26][CH2:27][C@@H](O[Si](C(C)(C)C)(C)C)CCCCC)[C@H:14]2[CH2:42][C:43]2[CH:48]=[CH:47][CH:46]=[C:45]([OH:49])[CH:44]=2)(=O)=O)=CC=1.[H-].[Na+].C([O:55][CH2:56][CH3:57])(=O)C.